Dataset: Forward reaction prediction with 1.9M reactions from USPTO patents (1976-2016). Task: Predict the product of the given reaction. Given the reactants [Cl:1][C:2]1[C:3]([OH:10])=[C:4]([CH:7]=[CH:8][CH:9]=1)[CH:5]=O.[CH3:11][C:12](O)=[O:13], predict the reaction product. The product is: [Cl:1][C:2]1[CH:9]=[CH:8][CH:7]=[C:4]2[C:3]=1[O:10][C:12](=[O:13])[CH:11]=[CH:5]2.